Task: Predict the product of the given reaction.. Dataset: Forward reaction prediction with 1.9M reactions from USPTO patents (1976-2016) Given the reactants C([O:3][C:4](=[O:31])[CH2:5][C:6]1[N:14]2[C:9]([CH:10]=[C:11]([C:15]#[N:16])[CH:12]=[CH:13]2)=[C:8]([CH2:17][C:18]2[CH:23]=[CH:22][C:21]([S:24]([CH2:27][CH3:28])(=[O:26])=[O:25])=[C:20]([Cl:29])[CH:19]=2)[C:7]=1[CH3:30])C.C(O)C.[OH-].[Li+], predict the reaction product. The product is: [Cl:29][C:20]1[CH:19]=[C:18]([CH:23]=[CH:22][C:21]=1[S:24]([CH2:27][CH3:28])(=[O:25])=[O:26])[CH2:17][C:8]1[C:7]([CH3:30])=[C:6]([CH2:5][C:4]([OH:31])=[O:3])[N:14]2[C:9]=1[CH:10]=[C:11]([C:15]#[N:16])[CH:12]=[CH:13]2.